Dataset: Forward reaction prediction with 1.9M reactions from USPTO patents (1976-2016). Task: Predict the product of the given reaction. (1) The product is: [F:1]/[C:2](=[C:5](/[C:7]1[CH:8]=[C:9]2[C:14](=[CH:15][C:16]=1[O:17][CH2:18][CH2:19][CH3:20])[O:13][C:12]([CH3:22])([CH3:21])[CH:11]=[C:10]2[CH:23]([CH3:24])[CH3:25])\[CH3:6])/[CH:3]=[O:4]. Given the reactants [F:1]/[C:2](=[C:5](/[C:7]1[CH:8]=[C:9]2[C:14](=[CH:15][C:16]=1[O:17][CH2:18][CH2:19][CH3:20])[O:13][C:12]([CH3:22])([CH3:21])[CH:11]=[C:10]2[CH:23]([CH3:25])[CH3:24])\[CH3:6])/[CH2:3][OH:4].C[N+]1([O-])CCOCC1, predict the reaction product. (2) Given the reactants [CH3:1][C:2]1[CH:10]=[C:9]([CH3:11])[CH:8]=[CH:7][C:3]=1[C:4]([OH:6])=O.[CH2:12]([O:14][C:15]([C:17]1([NH2:26])[CH2:25][C:24]2[C:19](=[CH:20][CH:21]=[CH:22][CH:23]=2)[CH2:18]1)=[O:16])[CH3:13].CN(C(ON1N=NC2C=CC=NC1=2)=[N+](C)C)C.F[P-](F)(F)(F)(F)F.CCN(C(C)C)C(C)C, predict the reaction product. The product is: [CH2:12]([O:14][C:15]([C:17]1([NH:26][C:4](=[O:6])[C:3]2[CH:7]=[CH:8][C:9]([CH3:11])=[CH:10][C:2]=2[CH3:1])[CH2:25][C:24]2[C:19](=[CH:20][CH:21]=[CH:22][CH:23]=2)[CH2:18]1)=[O:16])[CH3:13]. (3) Given the reactants [Br:1][C:2]1[CH:3]=[N:4][C:5](Cl)=[N:6][CH:7]=1.[N:9]12[CH2:17][CH2:16][CH:13]([CH2:14][CH2:15]1)[NH:12][CH2:11][CH2:10]2.C(N(CC)CC)C.O1CCOCC1, predict the reaction product. The product is: [Br:1][C:2]1[CH:3]=[N:4][C:5]([N:12]2[CH:13]3[CH2:16][CH2:17][N:9]([CH2:15][CH2:14]3)[CH2:10][CH2:11]2)=[N:6][CH:7]=1. (4) Given the reactants Br[C:2]1[C:11]2[C:6](=[CH:7][CH:8]=[C:9]([OH:12])[CH:10]=2)[N:5]=[C:4]([C:13]2[CH:18]=[CH:17][C:16]([OH:19])=[C:15]([F:20])[CH:14]=2)[CH:3]=1.[F:21][C:22]1[CH:27]=[CH:26][C:25](B(O)O)=[CH:24][CH:23]=1, predict the reaction product. The product is: [F:20][C:15]1[CH:14]=[C:13]([C:4]2[CH:3]=[C:2]([C:25]3[CH:26]=[CH:27][C:22]([F:21])=[CH:23][CH:24]=3)[C:11]3[C:6](=[CH:7][CH:8]=[C:9]([OH:12])[CH:10]=3)[N:5]=2)[CH:18]=[CH:17][C:16]=1[OH:19].